Dataset: NCI-60 drug combinations with 297,098 pairs across 59 cell lines. Task: Regression. Given two drug SMILES strings and cell line genomic features, predict the synergy score measuring deviation from expected non-interaction effect. (1) Drug 1: CCC1=C2CN3C(=CC4=C(C3=O)COC(=O)C4(CC)O)C2=NC5=C1C=C(C=C5)O. Drug 2: CC(C)CN1C=NC2=C1C3=CC=CC=C3N=C2N. Cell line: OVCAR3. Synergy scores: CSS=35.5, Synergy_ZIP=1.79, Synergy_Bliss=1.88, Synergy_Loewe=-25.1, Synergy_HSA=0.885. (2) Drug 1: C1=NC2=C(N=C(N=C2N1C3C(C(C(O3)CO)O)O)F)N. Drug 2: CCCCC(=O)OCC(=O)C1(CC(C2=C(C1)C(=C3C(=C2O)C(=O)C4=C(C3=O)C=CC=C4OC)O)OC5CC(C(C(O5)C)O)NC(=O)C(F)(F)F)O. Cell line: SNB-19. Synergy scores: CSS=36.8, Synergy_ZIP=-1.80, Synergy_Bliss=1.45, Synergy_Loewe=-9.69, Synergy_HSA=2.91. (3) Drug 1: C1CN1P(=S)(N2CC2)N3CC3. Drug 2: CC1=C2C(C(=O)C3(C(CC4C(C3C(C(C2(C)C)(CC1OC(=O)C(C(C5=CC=CC=C5)NC(=O)OC(C)(C)C)O)O)OC(=O)C6=CC=CC=C6)(CO4)OC(=O)C)O)C)O. Cell line: OVCAR-5. Synergy scores: CSS=14.2, Synergy_ZIP=2.25, Synergy_Bliss=6.82, Synergy_Loewe=0.686, Synergy_HSA=0.884. (4) Drug 1: CCN(CC)CCNC(=O)C1=C(NC(=C1C)C=C2C3=C(C=CC(=C3)F)NC2=O)C. Synergy scores: CSS=1.77, Synergy_ZIP=0.492, Synergy_Bliss=-2.70, Synergy_Loewe=0.119, Synergy_HSA=-3.98. Drug 2: C(CN)CNCCSP(=O)(O)O. Cell line: NCI/ADR-RES. (5) Drug 1: CS(=O)(=O)C1=CC(=C(C=C1)C(=O)NC2=CC(=C(C=C2)Cl)C3=CC=CC=N3)Cl. Drug 2: CNC(=O)C1=NC=CC(=C1)OC2=CC=C(C=C2)NC(=O)NC3=CC(=C(C=C3)Cl)C(F)(F)F. Cell line: SK-MEL-5. Synergy scores: CSS=8.21, Synergy_ZIP=-10.4, Synergy_Bliss=-10.1, Synergy_Loewe=-38.2, Synergy_HSA=-12.6.